From a dataset of TCR-epitope binding with 47,182 pairs between 192 epitopes and 23,139 TCRs. Binary Classification. Given a T-cell receptor sequence (or CDR3 region) and an epitope sequence, predict whether binding occurs between them. (1) The epitope is SQASSRSSSR. The TCR CDR3 sequence is CASSSVGASGGDTQYF. Result: 1 (the TCR binds to the epitope). (2) The epitope is VLQAVGACV. The TCR CDR3 sequence is CASSLGGGNNEQYF. Result: 0 (the TCR does not bind to the epitope). (3) The epitope is YLQPRTFLL. The TCR CDR3 sequence is CASSDQNGNIQYF. Result: 1 (the TCR binds to the epitope). (4) The epitope is TPQDLNTML. The TCR CDR3 sequence is CANNPSWAYSNQPQHF. Result: 1 (the TCR binds to the epitope).